Predict which catalyst facilitates the given reaction. From a dataset of Catalyst prediction with 721,799 reactions and 888 catalyst types from USPTO. Reactant: Cl[CH2:2][C:3](=[O:5])[CH3:4].[CH:6]([NH:8][C:9]1[CH:18]=[CH:17][C:12]([C:13]([O:15][CH3:16])=[O:14])=[CH:11][C:10]=1[O:19][CH3:20])=[O:7].C(=O)([O-])[O-].[Cs+].[Cs+].[I-].[K+]. Product: [CH:6]([N:8]([CH2:2][C:3](=[O:5])[CH3:4])[C:9]1[CH:18]=[CH:17][C:12]([C:13]([O:15][CH3:16])=[O:14])=[CH:11][C:10]=1[O:19][CH3:20])=[O:7]. The catalyst class is: 399.